Task: Predict the reactants needed to synthesize the given product.. Dataset: Full USPTO retrosynthesis dataset with 1.9M reactions from patents (1976-2016) (1) Given the product [F:1][C:2]([F:7])([F:6])[C:3]([OH:5])=[O:4].[F:17][C@@H:15]1[CH2:14][NH:13][C@H:12]([C:10]([N:9]([CH3:25])[CH3:8])=[O:11])[CH2:16]1, predict the reactants needed to synthesize it. The reactants are: [F:1][C:2]([F:7])([F:6])[C:3]([OH:5])=[O:4].[CH3:8][N:9]([CH3:25])[C:10]([C@@H:12]1[CH2:16][C@H:15]([F:17])[CH2:14][N:13]1C(OC(C)(C)C)=O)=[O:11]. (2) Given the product [CH3:26][N:27]([CH:29]=[C:12]1[C:11](=[O:16])[C:10]2[CH:17]=[CH:18][C:7]([N:6]3[CH2:5][C@H:4]([CH2:19][NH:20][C:21](=[O:23])[CH3:22])[O:3][C:2]3=[O:1])=[CH:8][C:9]=2[CH2:15][CH2:14][S:13]1)[CH3:28], predict the reactants needed to synthesize it. The reactants are: [O:1]=[C:2]1[N:6]([C:7]2[CH:18]=[CH:17][C:10]3[C:11](=[O:16])[CH2:12][S:13][CH2:14][CH2:15][C:9]=3[CH:8]=2)[CH2:5][C@H:4]([CH2:19][NH:20][C:21](=[O:23])[CH3:22])[O:3]1.CO[CH:26](OC)[N:27]([CH3:29])[CH3:28]. (3) The reactants are: [CH:1]1([CH2:7][N:8]([CH2:17][CH:18]=[O:19])[C:9](=[O:16])[CH2:10][CH2:11][CH2:12][N+:13]([O-:15])=[O:14])[CH2:6][CH2:5][CH2:4][CH2:3][CH2:2]1.C(N(CC)CC)C. Given the product [CH:1]1([CH2:7][N:8]2[CH2:17][CH:18]([OH:19])[CH:12]([N+:13]([O-:15])=[O:14])[CH2:11][CH2:10][C:9]2=[O:16])[CH2:2][CH2:3][CH2:4][CH2:5][CH2:6]1, predict the reactants needed to synthesize it. (4) Given the product [F:1][C:2]1[CH:3]=[CH:4][C:5]([N:8]2[C:16]3[C:11](=[CH:12][C:13]([CH:17]([OH:18])[CH2:19][C:20]4[CH:25]=[CH:24][CH:23]=[CH:22][CH:21]=4)=[CH:14][CH:15]=3)[CH:10]=[N:9]2)=[CH:6][CH:7]=1, predict the reactants needed to synthesize it. The reactants are: [F:1][C:2]1[CH:7]=[CH:6][C:5]([N:8]2[C:16]3[C:11](=[CH:12][C:13]([CH:17]=[O:18])=[CH:14][CH:15]=3)[CH:10]=[N:9]2)=[CH:4][CH:3]=1.[CH2:19]([Mg]Br)[C:20]1[CH:25]=[CH:24][CH:23]=[CH:22][CH:21]=1. (5) Given the product [C:58]1([CH2:64][CH2:34][CH2:32][C:33]([NH:1][C:2]2[CH:3]=[CH:4][C:5]([N:8]3[CH2:9][CH2:10][N:11]([C:14](=[O:15])[C:16]4[CH:21]=[CH:20][CH:19]=[CH:18][C:17]=4[C:22]([F:25])([F:24])[F:23])[CH2:12][CH2:13]3)=[CH:6][N:7]=2)=[O:36])[CH:63]=[CH:62][CH:61]=[CH:60][CH:59]=1, predict the reactants needed to synthesize it. The reactants are: [NH2:1][C:2]1[N:7]=[CH:6][C:5]([N:8]2[CH2:13][CH2:12][N:11]([C:14]([C:16]3[CH:21]=[CH:20][CH:19]=[CH:18][C:17]=3[C:22]([F:25])([F:24])[F:23])=[O:15])[CH2:10][CH2:9]2)=[CH:4][CH:3]=1.C(N([CH:32]([CH3:34])[CH3:33])CC)(C)C.O.[OH:36]N1C2C=CC=CC=2N=N1.CCN=C=NCCCN(C)C.Cl.[C:58]1([CH2:64]CCN)[CH:63]=[CH:62][CH:61]=[CH:60][CH:59]=1. (6) Given the product [CH3:17][N:14]1[CH2:15][CH2:16][N:11]([C:3]2[CH:4]=[CH:5][C:6]([N+:8]([O-:10])=[O:9])=[CH:7][C:2]=2[CH:24]=[CH2:25])[CH2:12][CH2:13]1, predict the reactants needed to synthesize it. The reactants are: Br[C:2]1[CH:7]=[C:6]([N+:8]([O-:10])=[O:9])[CH:5]=[CH:4][C:3]=1[N:11]1[CH2:16][CH2:15][N:14]([CH3:17])[CH2:13][CH2:12]1.C([O-])([O-])=O.[K+].[K+].[CH2:24](OB(C=C)OCCCC)[CH2:25]CC.